The task is: Predict the reaction yield, written as a fraction of the theoretical maximum amount of product (1.0 means a 100% yield; for example, 0.34 means a 34% yield).. This data is from Reaction yield outcomes from USPTO patents with 853,638 reactions. (1) The reactants are C([O:3][C:4](=O)[C:5]([N:7]1[CH2:12][CH2:11][C@@H:10]([C:13]([N:15]([CH2:17][C:18]2[CH:23]=[C:22]([C:24]([F:27])([F:26])[F:25])[CH:21]=[C:20]([C:28]([F:31])([F:30])[F:29])[CH:19]=2)[CH3:16])=[O:14])[C@H:9]([C:32]2[CH:37]=[CH:36][C:35]([F:38])=[CH:34][C:33]=2[CH3:39])[CH2:8]1)=[O:6])C.[NH3:41].O. The catalyst is C(O)C. The product is [NH2:41][C:4](=[O:3])[C:5]([N:7]1[CH2:12][CH2:11][C@@H:10]([C:13]([N:15]([CH2:17][C:18]2[CH:23]=[C:22]([C:24]([F:26])([F:27])[F:25])[CH:21]=[C:20]([C:28]([F:29])([F:31])[F:30])[CH:19]=2)[CH3:16])=[O:14])[C@H:9]([C:32]2[CH:37]=[CH:36][C:35]([F:38])=[CH:34][C:33]=2[CH3:39])[CH2:8]1)=[O:6]. The yield is 0.330. (2) The reactants are [NH2:1][C:2]1[CH:15]=[CH:14][C:5]2[CH2:6][CH2:7][CH2:8][C:9](=[O:13])[N:10]([CH2:11][CH3:12])[C:4]=2[CH:3]=1.[Br:16][C:17]1[C:18]([NH:24][C:25]2[C:34]([F:35])=[CH:33][CH:32]=[CH:31][C:26]=2[C:27]([NH:29][CH3:30])=[O:28])=[N:19][C:20](Cl)=[N:21][CH:22]=1. The catalyst is C(O)(C)C. The product is [Br:16][C:17]1[C:18]([NH:24][C:25]2[C:34]([F:35])=[CH:33][CH:32]=[CH:31][C:26]=2[C:27]([NH:29][CH3:30])=[O:28])=[N:19][C:20]([NH:1][C:2]2[CH:15]=[CH:14][C:5]3[CH2:6][CH2:7][CH2:8][C:9](=[O:13])[N:10]([CH2:11][CH3:12])[C:4]=3[CH:3]=2)=[N:21][CH:22]=1. The yield is 0.460. (3) The reactants are N[OH:2].[O:3]1[CH2:8][CH2:7][CH2:6][CH2:5][CH:4]1[O:9][CH2:10][C:11]1[CH:12]=[C:13]([CH:16]=[CH:17][CH:18]=1)[C:14]#[N:15].[C:19]([N:26]1C=CN=C1)(N1C=CN=C1)=[O:20].O. The catalyst is C(O)(C)C.O1CCOCC1. The product is [O:3]1[CH2:8][CH2:7][CH2:6][CH2:5][CH:4]1[O:9][CH2:10][C:11]1[CH:12]=[C:13]([C:14]2[NH:26][C:19](=[O:20])[O:2][N:15]=2)[CH:16]=[CH:17][CH:18]=1. The yield is 0.890. (4) The reactants are [CH3:1][O:2][C:3]([C:5]1[S:6][C:7]([C:27]2[CH2:32][CH2:31][CH2:30][CH2:29][CH:28]=2)=[CH:8][C:9]=1[N:10]([C@H:20]1[CH2:25][CH2:24][C@H:23]([OH:26])[CH2:22][CH2:21]1)[C:11]([C@H:13]1[CH2:18][CH2:17][C@H:16]([CH3:19])[CH2:15][CH2:14]1)=[O:12])=[O:4].C(N(C(C)C)CC)(C)C.[CH3:42][O:43][CH2:44]Cl. The catalyst is ClCCl.CN(C1C=CN=CC=1)C. The product is [CH3:1][O:2][C:3]([C:5]1[S:6][C:7]([C:27]2[CH2:32][CH2:31][CH2:30][CH2:29][CH:28]=2)=[CH:8][C:9]=1[N:10]([C@H:20]1[CH2:25][CH2:24][C@H:23]([O:26][CH2:42][O:43][CH3:44])[CH2:22][CH2:21]1)[C:11]([C@H:13]1[CH2:14][CH2:15][C@H:16]([CH3:19])[CH2:17][CH2:18]1)=[O:12])=[O:4]. The yield is 0.710. (5) The reactants are [CH3:1][C:2]([OH:11])([CH3:10])[CH2:3][N:4]1[CH2:9][CH2:8][CH2:7][CH2:6][CH2:5]1.[H-].[Na+].F[C:15]1[CH:20]=[CH:19][C:18]([N+:21]([O-:23])=[O:22])=[CH:17][CH:16]=1. The catalyst is CN(C=O)C. The product is [CH3:10][C:2]([O:11][C:15]1[CH:20]=[CH:19][C:18]([N+:21]([O-:23])=[O:22])=[CH:17][CH:16]=1)([CH3:1])[CH2:3][N:4]1[CH2:9][CH2:8][CH2:7][CH2:6][CH2:5]1. The yield is 0.770.